Dataset: Catalyst prediction with 721,799 reactions and 888 catalyst types from USPTO. Task: Predict which catalyst facilitates the given reaction. (1) Reactant: [O:1]=[C:2]1[C:23]2[C:18](=[CH:19][CH:20]=[CH:21][CH:22]=2)[C:5]2([CH2:10][CH2:9][N:8]([C:11]([O:13][C:14]([CH3:17])([CH3:16])[CH3:15])=[O:12])[CH2:7][CH2:6]2)[CH2:4][CH2:3]1.C[Si]([N-][Si](C)(C)C)(C)C.[Li+].[F:34][C:35]([F:54])([F:53])[S:36](N(C1C=CC=CN=1)[S:36]([C:35]([F:54])([F:53])[F:34])(=[O:38])=[O:37])(=[O:38])=[O:37]. Product: [F:34][C:35]([F:54])([F:53])[S:36]([O:1][C:2]1[C:23]2[C:18](=[CH:19][CH:20]=[CH:21][CH:22]=2)[C:5]2([CH2:6][CH2:7][N:8]([C:11]([O:13][C:14]([CH3:15])([CH3:16])[CH3:17])=[O:12])[CH2:9][CH2:10]2)[CH2:4][CH:3]=1)(=[O:38])=[O:37]. The catalyst class is: 1. (2) Reactant: [C:1]([O:13][CH3:14])(=[O:12])[CH2:2][CH2:3][CH2:4][CH2:5][CH2:6][CH2:7][CH2:8][C:9]([O-])=[O:10]. Product: [CH3:14][O:13][C:1](=[O:12])[CH2:2][CH2:3][CH2:4][CH2:5][CH2:6][CH2:7][CH2:8][CH2:9][OH:10]. The catalyst class is: 1. (3) Reactant: [C:1]12([CH:11]([OH:44])[CH2:12][N:13]3[C:18](=[O:19])[C:17]([CH2:20][C:21]4[CH:26]=[CH:25][C:24]([C:27]5[CH:32]=[CH:31][CH:30]=[CH:29][C:28]=5[C:33]5[NH:37][C:36](=[O:38])[O:35][N:34]=5)=[CH:23][CH:22]=4)=[C:16]([CH2:39][CH2:40][CH2:41][CH3:42])[N:15]=[C:14]3[CH3:43])[CH2:10][CH:5]3[CH2:6][CH:7]([CH2:9][CH:3]([CH2:4]3)[CH2:2]1)[CH2:8]2.CC(OI1(OC(C)=O)(OC(C)=O)OC(=O)C2C1=CC=CC=2)=O.C(=O)([O-])O.[Na+].S([O-])([O-])(=O)=S.[Na+].[Na+]. Product: [C:1]12([C:11](=[O:44])[CH2:12][N:13]3[C:18](=[O:19])[C:17]([CH2:20][C:21]4[CH:26]=[CH:25][C:24]([C:27]5[CH:32]=[CH:31][CH:30]=[CH:29][C:28]=5[C:33]5[NH:37][C:36](=[O:38])[O:35][N:34]=5)=[CH:23][CH:22]=4)=[C:16]([CH2:39][CH2:40][CH2:41][CH3:42])[N:15]=[C:14]3[CH3:43])[CH2:10][CH:5]3[CH2:4][CH:3]([CH2:9][CH:7]([CH2:6]3)[CH2:8]1)[CH2:2]2. The catalyst class is: 2. (4) Reactant: [OH:1][C:2]1[CH:7]=[CH:6][C:5]([CH2:8][CH2:9][CH:10]=O)=[CH:4][C:3]=1[O:12][CH3:13].[CH3:14][CH2:15][CH2:16][NH:17][C@@H:18]1[CH2:27][C:22]2[S:23][C:24]([NH2:26])=[N:25][C:21]=2[CH2:20][CH2:19]1.[BH-](OC(C)=O)(OC(C)=O)OC(C)=O.[Na+]. Product: [NH2:26][C:24]1[S:23][C:22]2[CH2:27][CH:18]([N:17]([CH2:16][CH2:15][CH3:14])[CH2:10][CH2:9][CH2:8][C:5]3[CH:6]=[CH:7][C:2]([OH:1])=[C:3]([O:12][CH3:13])[CH:4]=3)[CH2:19][CH2:20][C:21]=2[N:25]=1. The catalyst class is: 61. (5) Reactant: [CH2:1]([C:8]1[S:12][C:11]([NH2:13])=[N:10][C:9]=1[C:14]1[CH:19]=[CH:18][CH:17]=[CH:16][CH:15]=1)[C:2]1[CH:7]=[CH:6][CH:5]=[CH:4][CH:3]=1.[O:20]=[C:21]([C:27]1[CH:32]=[CH:31][C:30]([O:33][C:34]([F:37])([F:36])[F:35])=[CH:29][CH:28]=1)[CH2:22][CH2:23][C:24](O)=[O:25].C1C=CC2N(O)N=NC=2C=1.CCN=C=NCCCN(C)C. Product: [CH2:1]([C:8]1[S:12][C:11]([NH:13][C:24](=[O:25])[CH2:23][CH2:22][C:21](=[O:20])[C:27]2[CH:28]=[CH:29][C:30]([O:33][C:34]([F:37])([F:35])[F:36])=[CH:31][CH:32]=2)=[N:10][C:9]=1[C:14]1[CH:19]=[CH:18][CH:17]=[CH:16][CH:15]=1)[C:2]1[CH:3]=[CH:4][CH:5]=[CH:6][CH:7]=1. The catalyst class is: 47.